Predict the reactants needed to synthesize the given product. From a dataset of Full USPTO retrosynthesis dataset with 1.9M reactions from patents (1976-2016). (1) Given the product [Cl:12][C:7]1[CH:8]=[C:9]2[C:4](=[CH:5][CH:6]=1)[N:3]=[C:2]([N:17]1[CH2:18][CH2:19][N:14]([CH3:13])[CH2:15][CH2:16]1)[CH:11]=[CH:10]2, predict the reactants needed to synthesize it. The reactants are: Cl[C:2]1[CH:11]=[CH:10][C:9]2[C:4](=[CH:5][CH:6]=[C:7]([Cl:12])[CH:8]=2)[N:3]=1.[CH3:13][N:14]1[CH2:19][CH2:18][NH:17][CH2:16][CH2:15]1. (2) Given the product [OH:25][CH:26]1[CH2:30][CH2:29][N:28]([CH2:22][C:17]2[CH:16]=[C:15]3[C:20]([CH:21]=[C:12]([C:10]4[N:11]=[C:7]([C:4]5[CH:3]=[CH:2][N:1]=[CH:6][CH:5]=5)[S:8][CH:9]=4)[C:13](=[O:24])[NH:14]3)=[CH:19][CH:18]=2)[CH2:27]1, predict the reactants needed to synthesize it. The reactants are: [N:1]1[CH:6]=[CH:5][C:4]([C:7]2[S:8][CH:9]=[C:10]([C:12]3[C:13](=[O:24])[NH:14][C:15]4[C:20]([CH:21]=3)=[CH:19][CH:18]=[C:17]([CH:22]=O)[CH:16]=4)[N:11]=2)=[CH:3][CH:2]=1.[OH:25][CH:26]1[CH2:30][CH2:29][NH:28][CH2:27]1. (3) Given the product [C:34]([NH:1][CH:2]1[C:10]2[C:5](=[CH:6][C:7](/[CH:11]=[CH:12]/[C:13]([NH:15][CH:16]([C:21]3[CH:26]=[CH:25][CH:24]=[C:23]([C:27]([F:28])([F:29])[F:30])[CH:22]=3)[C:17]([F:18])([F:19])[F:20])=[O:14])=[CH:8][CH:9]=2)[CH2:4][CH2:3]1)(=[O:35])[CH3:33], predict the reactants needed to synthesize it. The reactants are: [NH2:1][CH:2]1[C:10]2[C:5](=[CH:6][C:7](/[CH:11]=[CH:12]/[C:13]([NH:15][CH:16]([C:21]3[CH:26]=[CH:25][CH:24]=[C:23]([C:27]([F:30])([F:29])[F:28])[CH:22]=3)[C:17]([F:20])([F:19])[F:18])=[O:14])=[CH:8][CH:9]=2)[CH2:4][CH2:3]1.CN1CC[O:35][CH2:34][CH2:33]1.C(OC(=O)C)(=O)C.